Dataset: Forward reaction prediction with 1.9M reactions from USPTO patents (1976-2016). Task: Predict the product of the given reaction. (1) The product is: [Si:13]([O:20][CH2:21][C@@H:22]([NH:23][S@:24]([C:26]([CH3:29])([CH3:28])[CH3:27])=[O:25])[C:7]1[CH:12]=[CH:11][CH:10]=[CH:9][N:8]=1)([C:16]([CH3:19])([CH3:18])[CH3:17])([CH3:15])[CH3:14]. Given the reactants C([Li])CCC.Br[C:7]1[CH:12]=[CH:11][CH:10]=[CH:9][N:8]=1.[Si:13]([O:20][CH2:21]/[CH:22]=[N:23]/[S@:24]([C:26]([CH3:29])([CH3:28])[CH3:27])=[O:25])([C:16]([CH3:19])([CH3:18])[CH3:17])([CH3:15])[CH3:14], predict the reaction product. (2) Given the reactants [CH2:1]([SH:4])[CH2:2][CH3:3].[CH:5]12[CH2:14][CH:9]3[CH2:10][CH:11]([CH2:13][CH:7]([CH2:8]3)[CH:6]1[NH:15][C:16]([C:18]1[C:19](Cl)=[N:20][C:21]([Cl:24])=[CH:22][CH:23]=1)=[O:17])[CH2:12]2.C(=O)([O-])[O-].[Na+].[Na+], predict the reaction product. The product is: [CH:5]12[CH2:12][CH:11]3[CH2:10][CH:9]([CH2:8][CH:7]([CH2:13]3)[CH:6]1[NH:15][C:16]([C:18]1[C:19]([S:4][CH2:1][CH2:2][CH3:3])=[N:20][C:21]([Cl:24])=[CH:22][CH:23]=1)=[O:17])[CH2:14]2. (3) Given the reactants [CH3:1][C:2]1[CH:7]=[CH:6][C:5]([S:8]([O:11][CH2:12][CH:13]2[CH2:17][C:16]3[CH:18]=[CH:19][CH:20]=[C:21](Br)[C:15]=3[O:14]2)(=[O:10])=[O:9])=[CH:4][CH:3]=1.[CH3:23][C:24]1[CH:29]=[CH:28][C:27](B(O)O)=[CH:26][CH:25]=1.C(=O)([O-])[O-].[K+].[K+].CC1C=CC(S(OCC2CC3C(C4C=CC=CC=4)=CC=CC=3O2)(=O)=O)=CC=1, predict the reaction product. The product is: [CH3:1][C:2]1[CH:7]=[CH:6][C:5]([S:8]([O:11][CH2:12][CH:13]2[CH2:17][C:16]3[CH:18]=[CH:19][CH:20]=[C:21]([C:27]4[CH:28]=[CH:29][C:24]([CH3:23])=[CH:25][CH:26]=4)[C:15]=3[O:14]2)(=[O:10])=[O:9])=[CH:4][CH:3]=1. (4) Given the reactants Cl.[Cl:2][C:3]1[CH:4]=[C:5]([CH:10]([C@@H:12]2[CH2:17][CH2:16][CH2:15][CH2:14][NH:13]2)[OH:11])[CH:6]=[CH:7][C:8]=1[Cl:9].C(=O)([O-])[O-].[K+].[K+].[CH2:24](Br)[CH:25]=[CH2:26], predict the reaction product. The product is: [CH2:26]([N:13]1[CH2:14][CH2:15][CH2:16][CH2:17][C@H:12]1[C@H:10]([C:5]1[CH:6]=[CH:7][C:8]([Cl:9])=[C:3]([Cl:2])[CH:4]=1)[OH:11])[CH:25]=[CH2:24].[CH2:26]([N:13]1[CH2:14][CH2:15][CH2:16][CH2:17][C@H:12]1[C@@H:10]([C:5]1[CH:6]=[CH:7][C:8]([Cl:9])=[C:3]([Cl:2])[CH:4]=1)[OH:11])[CH:25]=[CH2:24]. (5) Given the reactants [NH2:1][C:2]1[CH:3]=[C:4]([C:9]([F:12])([F:11])[F:10])[CH:5]=[C:6](Br)[CH:7]=1.[CH3:13][C:14]1[N:15]=[CH:16][NH:17][CH:18]=1.C(=O)([O-])[O-].[K+].[K+].CN(C)C(=O)C, predict the reaction product. The product is: [CH3:13][C:14]1[N:15]=[CH:16][N:17]([C:6]2[CH:7]=[C:2]([NH2:1])[CH:3]=[C:4]([C:9]([F:12])([F:10])[F:11])[CH:5]=2)[CH:18]=1. (6) Given the reactants [F:1][C:2]1[CH:9]=[CH:8][CH:7]=[C:6]([F:10])[C:3]=1[CH2:4]Br.[N-:11]=[N+:12]=[N-:13].[Na+].[N-]=[N+]=[N-].[C:18]([O:22]C)(=O)[C:19]#[CH:20].[NH3:24], predict the reaction product. The product is: [CH:8]1[CH:7]=[C:6]([F:10])[C:3]([CH2:4][N:13]2[N:12]=[N:11][C:19]([C:18]([NH2:24])=[O:22])=[CH:20]2)=[C:2]([F:1])[CH:9]=1. (7) Given the reactants C(OC([NH:8][C@H:9]([CH2:18][C:19]1[CH:24]=[CH:23][C:22]([C:25]2[CH:30]=[CH:29][CH:28]=[CH:27][C:26]=2[F:31])=[CH:21][CH:20]=1)[CH2:10][C@:11]([CH2:16][OH:17])([CH3:15])[C:12]([OH:14])=[O:13])=O)(C)(C)C.CCN(C(C)C)C(C)C, predict the reaction product. The product is: [NH2:8][C@H:9]([CH2:18][C:19]1[CH:20]=[CH:21][C:22]([C:25]2[CH:30]=[CH:29][CH:28]=[CH:27][C:26]=2[F:31])=[CH:23][CH:24]=1)[CH2:10][C@:11]([CH2:16][OH:17])([CH3:15])[C:12]([OH:14])=[O:13]. (8) Given the reactants C([O:8][C:9]1[C:14]([CH3:15])=[CH:13][C:12]([C:16]2[NH:25][C:24](=[O:26])[C:23]3[C:18](=[CH:19][C:20]([O:29][CH2:30][CH2:31][O:32][CH3:33])=[CH:21][C:22]=3[O:27][CH3:28])[N:17]=2)=[CH:11][C:10]=1[CH3:34])C1C=CC=CC=1, predict the reaction product. The product is: [OH:8][C:9]1[C:14]([CH3:15])=[CH:13][C:12]([C:16]2[NH:25][C:24](=[O:26])[C:23]3[C:18](=[CH:19][C:20]([O:29][CH2:30][CH2:31][O:32][CH3:33])=[CH:21][C:22]=3[O:27][CH3:28])[N:17]=2)=[CH:11][C:10]=1[CH3:34].